This data is from Forward reaction prediction with 1.9M reactions from USPTO patents (1976-2016). The task is: Predict the product of the given reaction. (1) Given the reactants F[C@H:2]([C@H:4]1[O:12][C@H:11]2[C@H:7]([N:8]=[C:9]([N:13]([CH3:15])[CH3:14])[S:10]2)[C@@H:6]([O:16][CH2:17][C:18]2[CH:23]=[CH:22][C:21]([O:24][CH3:25])=[CH:20][CH:19]=2)[C@@H:5]1[O:26][CH2:27][C:28]1[CH:33]=[CH:32][C:31]([O:34][CH3:35])=[CH:30][CH:29]=1)[CH3:3].C(O)(C(F)(F)F)=[O:37], predict the reaction product. The product is: [CH3:14][N:13]([CH3:15])[C:9]1[S:10][C@H:11]2[O:12][C@H:4]([C:2](=[O:37])[CH3:3])[C@@H:5]([O:26][CH2:27][C:28]3[CH:33]=[CH:32][C:31]([O:34][CH3:35])=[CH:30][CH:29]=3)[C@H:6]([O:16][CH2:17][C:18]3[CH:23]=[CH:22][C:21]([O:24][CH3:25])=[CH:20][CH:19]=3)[C@H:7]2[N:8]=1. (2) Given the reactants [C:1](N1C=CN=C1)(N1C=CN=C1)=[O:2].[CH2:13]([NH:15][C:16]([NH:18][C:19]1[CH:24]=[C:23]([C:25]2[S:26][CH:27]=[C:28]([C:30]3[CH:35]=[CH:34][CH:33]=[C:32]([O:36][CH3:37])[N:31]=3)[N:29]=2)[C:22]([C:38]2[CH:43]=[N:42][CH:41]=[C:40]([C:44]([NH:46][NH2:47])=[O:45])[N:39]=2)=[CH:21][N:20]=1)=[O:17])[CH3:14].CCN(C(C)C)C(C)C, predict the reaction product. The product is: [CH2:13]([NH:15][C:16]([NH:18][C:19]1[CH:24]=[C:23]([C:25]2[S:26][CH:27]=[C:28]([C:30]3[CH:35]=[CH:34][CH:33]=[C:32]([O:36][CH3:37])[N:31]=3)[N:29]=2)[C:22]([C:38]2[CH:43]=[N:42][CH:41]=[C:40]([C:44]3[O:45][C:1](=[O:2])[NH:47][N:46]=3)[N:39]=2)=[CH:21][N:20]=1)=[O:17])[CH3:14]. (3) Given the reactants [CH2:1]=[O:2].[C:3]([CH2:5][C:6]([O:8][CH3:9])=[O:7])#[N:4].CCN(CC)CC.[O:17]1CCOC[CH2:18]1, predict the reaction product. The product is: [C:3]([C:5]([CH2:1][OH:2])([CH2:18][OH:17])[C:6]([O:8][CH3:9])=[O:7])#[N:4]. (4) Given the reactants [F:1][C:2]1[CH:7]=[CH:6][C:5]([C:8]2[O:9][C:10]3[CH:20]=[C:19]([N:21]([CH3:26])[S:22]([CH3:25])(=[O:24])=[O:23])[C:18]([C:27]4[CH:28]=[C:29]([C:33]5[N:34]([CH2:42][C:43]([OH:45])=O)[C:35]6[C:40]([CH:41]=5)=[CH:39][CH:38]=[CH:37][CH:36]=6)[CH:30]=[CH:31][CH:32]=4)=[CH:17][C:11]=3[C:12]=2[C:13](=[O:16])[NH:14][CH3:15])=[CH:4][CH:3]=1.CC[N:48]=C=NCCCN(C)C.C1C=CC2N(O)N=NC=2C=1.[NH4+].[Cl-], predict the reaction product. The product is: [NH2:48][C:43](=[O:45])[CH2:42][N:34]1[C:35]2[C:40](=[CH:39][CH:38]=[CH:37][CH:36]=2)[CH:41]=[C:33]1[C:29]1[CH:28]=[C:27]([C:18]2[C:19]([N:21]([CH3:26])[S:22]([CH3:25])(=[O:23])=[O:24])=[CH:20][C:10]3[O:9][C:8]([C:5]4[CH:4]=[CH:3][C:2]([F:1])=[CH:7][CH:6]=4)=[C:12]([C:13]([NH:14][CH3:15])=[O:16])[C:11]=3[CH:17]=2)[CH:32]=[CH:31][CH:30]=1. (5) Given the reactants [Br:1][C:2]1[C:3]([NH2:9])=[CH:4][C:5](Cl)=[N:6][CH:7]=1.[NH:10]1[CH2:15][CH2:14][O:13][CH2:12][CH2:11]1, predict the reaction product. The product is: [Br:1][C:2]1[C:3]([NH2:9])=[CH:4][C:5]([N:10]2[CH2:15][CH2:14][O:13][CH2:12][CH2:11]2)=[N:6][CH:7]=1.